Predict the reaction yield, written as a fraction of the theoretical maximum amount of product (1.0 means a 100% yield; for example, 0.34 means a 34% yield). From a dataset of Reaction yield outcomes from USPTO patents with 853,638 reactions. (1) The product is [Cl:1][C:2]1[CH:3]=[CH:4][C:5]([NH:8][C:9]([C:11]2[CH:16]=[CH:15][CH:14]=[CH:13][C:12]=2[NH:17][C:18]([C:3]2[CH:4]=[CH:5][C:34]([CH2:33][NH:30][C:22]3[N:21]([CH3:20])[CH2:25][CH2:24][N:23]=3)=[CH:7][CH:2]=2)=[O:19])=[O:10])=[N:6][CH:7]=1. The yield is 0.650. The reactants are [Cl:1][C:2]1[CH:3]=[CH:4][C:5]([NH:8][C:9]([C:11]2[CH:16]=[CH:15][CH:14]=[CH:13][C:12]=2[NH:17][CH:18]=[O:19])=[O:10])=[N:6][CH:7]=1.[CH3:20][N:21]1[CH2:25][CH2:24][N:23]=[C:22]1SC.CC[N:30]([CH2:33][CH3:34])CC. The catalyst is N1C=CC=CC=1. (2) The reactants are [NH2:1][C@H:2]1[C:10]2[C:5](=[CH:6][CH:7]=[C:8]([OH:11])[CH:9]=2)[CH2:4][CH2:3]1.[C:12](O[C:12]([O:14][C:15]([CH3:18])([CH3:17])[CH3:16])=[O:13])([O:14][C:15]([CH3:18])([CH3:17])[CH3:16])=[O:13].C(N(CC)CC)C. The catalyst is C1COCC1. The product is [C:15]([O:14][C:12](=[O:13])[NH:1][C@H:2]1[C:10]2[C:5](=[CH:6][CH:7]=[C:8]([OH:11])[CH:9]=2)[CH2:4][CH2:3]1)([CH3:18])([CH3:17])[CH3:16]. The yield is 0.600.